From a dataset of Full USPTO retrosynthesis dataset with 1.9M reactions from patents (1976-2016). Predict the reactants needed to synthesize the given product. Given the product [C:1]([O:5][C:6]([N:8]([CH3:57])[C@@H:9]([CH3:56])[C:10]([NH:12][C@H:13]([C:34]([N:36]1[C@H:40]([C:41](=[O:53])[NH:42][C@H:43]2[C:52]3[C:47](=[CH:48][CH:49]=[CH:50][CH:51]=3)[CH2:46][CH2:45][CH2:44]2)[CH2:39][Si:38]([CH3:54])([CH3:55])[CH2:37]1)=[O:35])[CH2:14][C:15]1[CH:16]=[CH:17][C:18]([NH:21][C:22]([C:24]2[CH:33]=[CH:32][C:27]([C:28]([OH:30])=[O:29])=[CH:26][CH:25]=2)=[O:23])=[CH:19][CH:20]=1)=[O:11])=[O:7])([CH3:3])([CH3:2])[CH3:4], predict the reactants needed to synthesize it. The reactants are: [C:1]([O:5][C:6]([N:8]([CH3:57])[C@@H:9]([CH3:56])[C:10]([NH:12][C@H:13]([C:34]([N:36]1[C@H:40]([C:41](=[O:53])[NH:42][C@H:43]2[C:52]3[C:47](=[CH:48][CH:49]=[CH:50][CH:51]=3)[CH2:46][CH2:45][CH2:44]2)[CH2:39][Si:38]([CH3:55])([CH3:54])[CH2:37]1)=[O:35])[CH2:14][C:15]1[CH:20]=[CH:19][C:18]([NH:21][C:22]([C:24]2[CH:33]=[CH:32][C:27]([C:28]([O:30]C)=[O:29])=[CH:26][CH:25]=2)=[O:23])=[CH:17][CH:16]=1)=[O:11])=[O:7])([CH3:4])([CH3:3])[CH3:2].[Li+].[OH-].